From a dataset of hERG Central: cardiac toxicity at 1µM, 10µM, and general inhibition. Predict hERG channel inhibition at various concentrations. The compound is COc1ccccc1CN1CCC(n2nccc2NC(=O)CCCc2ccccc2)CC1. Results: hERG_inhib (hERG inhibition (general)): blocker.